Task: Predict the product of the given reaction.. Dataset: Forward reaction prediction with 1.9M reactions from USPTO patents (1976-2016) (1) Given the reactants [S:1]1[C:5]2[S:6][CH:7]=[CH:8][C:4]=2[CH:3]=[CH:2]1.C([Li])CCC.[CH3:14][Sn:15](Cl)([CH3:17])[CH3:16], predict the reaction product. The product is: [CH3:14][Sn:15]([CH3:17])([CH3:16])[C:7]1[S:6][C:5]2[S:1][C:2]([Sn:15]([CH3:17])([CH3:16])[CH3:14])=[CH:3][C:4]=2[CH:8]=1. (2) Given the reactants [Cl:1][C:2]1[C:7]([CH3:8])=[CH:6][CH:5]=[CH:4][C:3]=1[OH:9].O[C@H:11]([CH3:16])[C:12]([O:14][CH3:15])=[O:13], predict the reaction product. The product is: [Cl:1][C:2]1[C:7]([CH3:8])=[CH:6][CH:5]=[CH:4][C:3]=1[O:9][C@@H:11]([CH3:16])[C:12]([O:14][CH3:15])=[O:13]. (3) Given the reactants Br[CH:2]1[CH2:6][CH2:5][N:4]([C:7]2[CH:8]=[N:9][N:10]([C:15]3[CH:20]=[CH:19][C:18]([F:21])=[CH:17][CH:16]=3)[C:11]=2[CH:12]([CH3:14])[CH3:13])[C:3]1=[O:22].[NH:23]1[C:27]2=[N:28][CH:29]=[CH:30][CH:31]=[C:26]2[C:25]([C:32]#[N:33])=[N:24]1.C([O-])([O-])=O.[K+].[K+], predict the reaction product. The product is: [F:21][C:18]1[CH:19]=[CH:20][C:15]([N:10]2[C:11]([CH:12]([CH3:14])[CH3:13])=[C:7]([N:4]3[CH2:5][CH2:6][CH:2]([N:23]4[C:27]5=[N:28][CH:29]=[CH:30][CH:31]=[C:26]5[C:25]([C:32]#[N:33])=[N:24]4)[C:3]3=[O:22])[CH:8]=[N:9]2)=[CH:16][CH:17]=1. (4) Given the reactants C[C:2]1(C)[O:6][C:5](=[CH:7][C:8]([N:10]([CH2:16][C:17]2[CH:22]=[CH:21][C:20]([F:23])=[CH:19][CH:18]=2)[O:11][CH2:12][CH:13]([CH3:15])[CH3:14])=[O:9])[C:4](=[O:24])[O:3]1, predict the reaction product. The product is: [CH3:2][O:3][C:4](=[O:24])[C:5]([OH:6])=[CH:7][C:8](=[O:9])[N:10]([CH2:16][C:17]1[CH:18]=[CH:19][C:20]([F:23])=[CH:21][CH:22]=1)[O:11][CH2:12][CH:13]([CH3:15])[CH3:14]. (5) Given the reactants [CH2:1]([O:8][CH2:9][C@H:10]1[CH2:15][CH2:14][C@H:13]2[C@H:16]3[C@H:26]([CH2:27][CH2:28][C@:11]12[CH3:12])[C@:24]1([CH3:25])[C@H:19]([CH2:20][C@H:21]([OH:29])[CH2:22][CH2:23]1)[C@H:18]([O:30][CH3:31])[CH2:17]3)[C:2]1[CH:7]=[CH:6][CH:5]=[CH:4][CH:3]=1.CCN(C(C)C)C(C)C.[CH3:41][O:42][CH2:43]Cl.C([O-])(O)=O.[Na+], predict the reaction product. The product is: [CH2:1]([O:8][CH2:9][C@H:10]1[CH2:15][CH2:14][C@H:13]2[C@H:16]3[C@H:26]([CH2:27][CH2:28][C@:11]12[CH3:12])[C@:24]1([CH3:25])[C@H:19]([CH2:20][C@H:21]([O:29][CH2:41][O:42][CH3:43])[CH2:22][CH2:23]1)[C@H:18]([O:30][CH3:31])[CH2:17]3)[C:2]1[CH:3]=[CH:4][CH:5]=[CH:6][CH:7]=1. (6) Given the reactants [CH:1]1[CH:2]=[CH:3][C:4]([C@@H:7]2[N:16]([C:17]([O:19][C@@H:20]3[CH:25]4[CH2:26][CH2:27][N:22]([CH2:23][CH2:24]4)[CH2:21]3)=[O:18])[CH2:15][CH2:14][C:13]3[CH:12]=[CH:11][CH:10]=[CH:9][C:8]2=3)=[CH:5][CH:6]=1.[C:28]([OH:35])(=[O:34])/[CH:29]=[CH:30]\[C:31]([OH:33])=[O:32], predict the reaction product. The product is: [CH:1]1[CH:6]=[CH:5][C:4]([C@@H:7]2[N:16]([C:17]([O:19][C@@H:20]3[CH:25]4[CH2:24][CH2:23][N:22]([CH2:27][CH2:26]4)[CH2:21]3)=[O:18])[CH2:15][CH2:14][C:13]3[CH:12]=[CH:11][CH:10]=[CH:9][C:8]2=3)=[CH:3][CH:2]=1.[C:28]([O-:35])(=[O:34])/[CH:29]=[CH:30]\[C:31]([O-:33])=[O:32]. (7) Given the reactants [C:1]([O:5][C:6](=[O:23])[C:7](CC)([C:11]1[CH:12]=[N:13][C:14]([N+:18]([O-:20])=[O:19])=[CH:15][C:16]=1[CH3:17])C(O)=O)(C)(C)[CH3:2].[CH3:17][C:16]1[CH:15]=[C:14]([N+:18]([O-:20])=[O:19])[N:13]=[CH:12][C:11]=1[CH2:7][C:6]([O:5][CH2:1][CH3:2])=[O:23].FC(F)(F)S(O)(=O)=O, predict the reaction product. The product is: [CH3:17][C:16]1[CH:15]=[C:14]([N+:18]([O-:20])=[O:19])[N:13]=[CH:12][C:11]=1[CH2:7][C:6]([O:5][CH2:1][CH3:2])=[O:23]. (8) Given the reactants [Cl:1][C:2]1[CH:3]=[C:4]([N:9]2[CH2:15][C@@H:14]3[C@@H:11]([CH2:12][NH:13]3)[CH2:10]2)[CH:5]=[N:6][C:7]=1[Cl:8].[C:16]([OH:19])(=[O:18])[CH3:17].O.N, predict the reaction product. The product is: [C:16]([OH:19])(=[O:18])[CH3:17].[Cl:1][C:2]1[CH:3]=[C:4]([N:9]2[CH2:15][C@@H:14]3[C@@H:11]([CH2:12][NH:13]3)[CH2:10]2)[CH:5]=[N:6][C:7]=1[Cl:8]. (9) The product is: [Si:20]([O:19][CH2:18][CH2:17][O:1][C:2]1[CH:11]=[C:10]2[C:5]([CH:6]=[CH:7][C:8]([S:12]([NH2:15])(=[O:13])=[O:14])=[CH:9]2)=[CH:4][CH:3]=1)([C:23]([CH3:26])([CH3:25])[CH3:24])([CH3:22])[CH3:21]. Given the reactants [OH:1][C:2]1[CH:11]=[C:10]2[C:5]([CH:6]=[CH:7][C:8]([S:12]([NH2:15])(=[O:14])=[O:13])=[CH:9]2)=[CH:4][CH:3]=1.Br[CH2:17][CH2:18][O:19][Si:20]([C:23]([CH3:26])([CH3:25])[CH3:24])([CH3:22])[CH3:21], predict the reaction product.